This data is from Peptide-MHC class I binding affinity with 185,985 pairs from IEDB/IMGT. The task is: Regression. Given a peptide amino acid sequence and an MHC pseudo amino acid sequence, predict their binding affinity value. This is MHC class I binding data. (1) The peptide sequence is KTGGSMLRL. The MHC is HLA-B57:01 with pseudo-sequence HLA-B57:01. The binding affinity (normalized) is 0.247. (2) The peptide sequence is HSTQIGGI. The MHC is Mamu-A01 with pseudo-sequence Mamu-A01. The binding affinity (normalized) is 0.119. (3) The peptide sequence is RPVPHWPKY. The MHC is HLA-A69:01 with pseudo-sequence HLA-A69:01. The binding affinity (normalized) is 0.0847.